This data is from Reaction yield outcomes from USPTO patents with 853,638 reactions. The task is: Predict the reaction yield, written as a fraction of the theoretical maximum amount of product (1.0 means a 100% yield; for example, 0.34 means a 34% yield). (1) The reactants are [C:1]1([N:7]2[C:17]3[C:12](=[CH:13][CH:14]=[CH:15][CH:16]=3)[C:10](=O)[C:8]2=[O:9])[CH:6]=[CH:5][CH:4]=[CH:3][CH:2]=1.[NH2:18][C:19]1[CH:20]=[C:21]2[C:25](=[CH:26][CH:27]=1)[NH:24][CH:23]=[CH:22]2. No catalyst specified. The product is [NH:24]1[C:25]2[C:21](=[CH:20][C:19]([N:18]=[C:10]3[C:12]4[C:17](=[CH:16][CH:15]=[CH:14][CH:13]=4)[N:7]([C:1]4[CH:6]=[CH:5][CH:4]=[CH:3][CH:2]=4)[C:8]3=[O:9])=[CH:27][CH:26]=2)[CH:22]=[CH:23]1. The yield is 0.140. (2) The reactants are C([O:4][C:5]1[CH:20]=[CH:19][C:8]([CH:9]=[CH:10][C:11]2[CH:16]=[C:15]([OH:17])[CH:14]=[C:13]([F:18])[CH:12]=2)=[CH:7][CH:6]=1)(=O)C.Cl. The catalyst is CO.O1CCOCC1. The product is [F:18][C:13]1[CH:12]=[C:11]([CH:10]=[CH:9][C:8]2[CH:19]=[CH:20][C:5]([OH:4])=[CH:6][CH:7]=2)[CH:16]=[C:15]([OH:17])[CH:14]=1. The yield is 7.80. (3) The reactants are [NH2:1][CH2:2][C:3]1[CH:8]=[CH:7][C:6]([F:9])=[CH:5][N:4]=1.[Cl:10][C:11]1[CH:27]=[CH:26][C:14]2[CH2:15][CH2:16][N:17]([C:20](=[O:25])[C:21]([F:24])([F:23])[F:22])[CH2:18][CH2:19][C:13]=2[C:12]=1OS(C(F)(F)F)(=O)=O. The catalyst is C1(C)C=CC=CC=1. The product is [Cl:10][C:11]1[CH:27]=[CH:26][C:14]2[CH2:15][CH2:16][N:17]([C:20](=[O:25])[C:21]([F:22])([F:24])[F:23])[CH2:18][CH2:19][C:13]=2[C:12]=1[NH:1][CH2:2][C:3]1[CH:8]=[CH:7][C:6]([F:9])=[CH:5][N:4]=1. The yield is 0.640.